Dataset: Full USPTO retrosynthesis dataset with 1.9M reactions from patents (1976-2016). Task: Predict the reactants needed to synthesize the given product. (1) Given the product [Cl:1][C:2]1[CH:7]=[C:6]([C:8]#[C:9][C:10]2[N:11]=[C:12]([CH3:15])[N:13]([C:19]3[CH:20]=[CH:21][C:22]([CH3:23])=[C:17]([F:16])[CH:18]=3)[CH:14]=2)[CH:5]=[CH:4][N:3]=1, predict the reactants needed to synthesize it. The reactants are: [Cl:1][C:2]1[CH:7]=[C:6]([C:8]#[C:9][C:10]2[N:11]=[C:12]([CH3:15])[NH:13][CH:14]=2)[CH:5]=[CH:4][N:3]=1.[F:16][C:17]1[CH:18]=[C:19](B(O)O)[CH:20]=[CH:21][C:22]=1[CH3:23]. (2) Given the product [Cl:20][C:21]1[CH:27]=[C:26]([F:28])[CH:25]=[CH:24][C:22]=1[NH:23][C:16](=[O:15])/[CH:17]=[N:1]/[OH:2], predict the reactants needed to synthesize it. The reactants are: [NH2:1][OH:2].Cl.S([O-])([O-])(=O)=O.[Na+].[Na+].ClC(Cl)(Cl)C([O:15][CH2:16][CH3:17])O.[Cl:20][C:21]1[CH:27]=[C:26]([F:28])[CH:25]=[CH:24][C:22]=1[NH2:23]. (3) Given the product [CH:5]1([CH2:4][C:7]2([OH:6])[CH2:8][N:9]([C:11]([O:13][C:14]([CH3:16])([CH3:15])[CH3:17])=[O:12])[CH2:10]2)[CH2:3][CH2:2]1, predict the reactants needed to synthesize it. The reactants are: Br[CH2:2][CH:3]1[CH2:5][CH2:4]1.[O:6]=[C:7]1[CH2:10][N:9]([C:11]([O:13][C:14]([CH3:17])([CH3:16])[CH3:15])=[O:12])[CH2:8]1. (4) Given the product [Cl:22][C:6]1[CH:5]=[C:4]([S:9]([NH:12][C:13]2[C:18]([O:19][CH3:20])=[CH:17][N:16]=[C:15]([Cl:21])[N:14]=2)(=[O:11])=[O:10])[CH:3]=[C:2]([Cl:1])[CH:7]=1, predict the reactants needed to synthesize it. The reactants are: [Cl:1][C:2]1[CH:3]=[C:4]([S:9]([NH:12][C:13]2[C:18]([O:19][CH3:20])=[CH:17][N:16]=[C:15]([Cl:21])[N:14]=2)(=[O:11])=[O:10])[CH:5]=[CH:6][C:7]=1Cl.[Cl:22]C1C=C(S(N)(=O)=O)C=C(Cl)C=1.ClC1C=C(S(N)(=O)=O)C=CC=1Cl. (5) Given the product [CH3:1][C@@H:2]([C@@H:18]([OH:25])[C:19]#[CH:20])[C:3]([N:5]1[C@@H:9]([CH2:10][C:11]2[CH:16]=[CH:15][CH:14]=[CH:13][CH:12]=2)[CH2:8][O:7][C:6]1=[O:17])=[O:4], predict the reactants needed to synthesize it. The reactants are: [CH3:1][C@@H:2]([C@@H:18]([OH:25])[C:19]#[C:20][Si](C)(C)C)[C:3]([N:5]1[C@@H:9]([CH2:10][C:11]2[CH:16]=[CH:15][CH:14]=[CH:13][CH:12]=2)[CH2:8][O:7][C:6]1=[O:17])=[O:4].[F-].[K+].C(=O)(O)[O-].[Na+]. (6) The reactants are: [NH:1]([C:3]1[CH:8]=[CH:7][NH:6][C:5](=[O:9])[CH:4]=1)[NH2:2].[CH3:10][C:11](=O)[CH2:12][CH2:13][CH:14]=[CH2:15]. Given the product [CH3:15][C:14](=[N:2][NH:1][C:3]1[CH:8]=[CH:7][NH:6][C:5](=[O:9])[CH:4]=1)[CH2:13][CH2:12][CH:11]=[CH2:10], predict the reactants needed to synthesize it.